This data is from Full USPTO retrosynthesis dataset with 1.9M reactions from patents (1976-2016). The task is: Predict the reactants needed to synthesize the given product. Given the product [F:1][C:2]1[CH:3]=[C:4]2[C:5]([CH2:8][C:9](=[O:10])[NH:12]2)=[CH:6][CH:7]=1, predict the reactants needed to synthesize it. The reactants are: [F:1][C:2]1[CH:7]=[CH:6][C:5]([CH2:8][C:9](O)=[O:10])=[C:4]([N+:12]([O-])=O)[CH:3]=1.